This data is from Forward reaction prediction with 1.9M reactions from USPTO patents (1976-2016). The task is: Predict the product of the given reaction. Given the reactants Cl[C:2]1[O:3][C:4]([N:9]2[CH2:14][CH2:13][O:12][CH2:11][CH2:10]2)=[CH:5][C:6](=[O:8])[CH:7]=1.[C:15]1(B(O)O)[C:28]2[S:27][C:26]3[C:21](=[CH:22][CH:23]=[CH:24][CH:25]=3)[S:20][C:19]=2[CH:18]=[CH:17][CH:16]=1.C(=O)([O-])[O-].[K+].[K+].N#N, predict the reaction product. The product is: [C:25]1([C:2]2[O:3][C:4]([N:9]3[CH2:14][CH2:13][O:12][CH2:11][CH2:10]3)=[CH:5][C:6](=[O:8])[CH:7]=2)[C:26]2[S:27][C:28]3[C:19](=[CH:18][CH:17]=[CH:16][CH:15]=3)[S:20][C:21]=2[CH:22]=[CH:23][CH:24]=1.